Dataset: Full USPTO retrosynthesis dataset with 1.9M reactions from patents (1976-2016). Task: Predict the reactants needed to synthesize the given product. (1) Given the product [CH2:1]([O:3][C:4](=[O:22])[CH2:5][N:6]([S:32]([N:23]1[C:31]2[C:26](=[CH:27][CH:28]=[CH:29][CH:30]=2)[CH2:25][CH2:24]1)(=[O:33])=[O:34])[CH2:7][C:8]1[CH:13]=[CH:12][C:11]([O:14][CH2:15][C:16]2[CH:21]=[CH:20][CH:19]=[CH:18][CH:17]=2)=[CH:10][CH:9]=1)[CH3:2], predict the reactants needed to synthesize it. The reactants are: [CH2:1]([O:3][C:4](=[O:22])[CH2:5][NH:6][CH2:7][C:8]1[CH:13]=[CH:12][C:11]([O:14][CH2:15][C:16]2[CH:21]=[CH:20][CH:19]=[CH:18][CH:17]=2)=[CH:10][CH:9]=1)[CH3:2].[N:23]1([S:32](Cl)(=[O:34])=[O:33])[C:31]2[C:26](=[CH:27][CH:28]=[CH:29][CH:30]=2)[CH2:25][CH2:24]1.C(N(CC)CC)C. (2) Given the product [F:1][C:2]1[C:10]([O:11][C:12]2[C:21]3[C:16](=[CH:17][C:18]([O:24][CH2:25][C:26]4([C:29]([N:35]([CH3:36])[CH3:34])=[O:31])[CH2:28][CH2:27]4)=[C:19]([O:22][CH3:23])[CH:20]=3)[N:15]=[CH:14][CH:13]=2)=[CH:9][CH:8]=[C:7]2[C:3]=1[CH:4]=[C:5]([CH3:32])[NH:6]2, predict the reactants needed to synthesize it. The reactants are: [F:1][C:2]1[C:10]([O:11][C:12]2[C:21]3[C:16](=[CH:17][C:18]([O:24][CH2:25][C:26]4([C:29]([OH:31])=O)[CH2:28][CH2:27]4)=[C:19]([O:22][CH3:23])[CH:20]=3)[N:15]=[CH:14][CH:13]=2)=[CH:9][CH:8]=[C:7]2[C:3]=1[CH:4]=[C:5]([CH3:32])[NH:6]2.C[CH2:34][N:35](C(C)C)[CH:36](C)C.C(Cl)CCl.C1C=CC2N(O)N=NC=2C=1.Cl.CNC. (3) Given the product [CH3:1][C:2]([CH3:18])=[CH:3][CH2:4][C:5]1[C:6](=[O:7])[C:8]2[CH:9]=[CH:10][CH:11]=[CH:12][C:13]=2[C:14](=[O:15])[C:16]=1[OH:17], predict the reactants needed to synthesize it. The reactants are: [CH3:1][C:2]1([CH3:18])[O:7][C:6]2[C:8]3[CH:9]=[CH:10][CH:11]=[CH:12][C:13]=3[C:14]([C:16](=[O:17])[C:5]=2[CH2:4][CH2:3]1)=[O:15].OC1C(=O)C2C(C(=O)C=1)=CC=CC=2.BrCC=C(C)C.[I-].[Na+]. (4) The reactants are: [CH3:1][N:2]1[C:6]([C:7]2[CH:8]=[C:9]3[C:14](=[C:15]([O:17]COCC[Si](C)(C)C)[CH:16]=2)[N:13]=[CH:12][N:11](COCC[Si](C)(C)C)[C:10]3=[O:34])=[CH:5][N:4]=[C:3]1[CH3:35]. Given the product [CH3:1][N:2]1[C:6]([C:7]2[CH:8]=[C:9]3[C:14](=[C:15]([OH:17])[CH:16]=2)[N:13]=[CH:12][NH:11][C:10]3=[O:34])=[CH:5][N:4]=[C:3]1[CH3:35], predict the reactants needed to synthesize it. (5) Given the product [Cl:20][C:18]1[CH:19]=[C:14]([N:4]2[C:5]3[C:10](=[CH:9][C:8]([C:11]#[N:12])=[C:7]([F:13])[CH:6]=3)[C:2]([C:26]#[N:27])=[CH:3]2)[CH:15]=[N:16][C:17]=1[O:21][CH2:22][CH:23]([CH3:25])[CH3:24], predict the reactants needed to synthesize it. The reactants are: Br[C:2]1[C:10]2[C:5](=[CH:6][C:7]([F:13])=[C:8]([C:11]#[N:12])[CH:9]=2)[N:4]([C:14]2[CH:15]=[N:16][C:17]([O:21][CH2:22][CH:23]([CH3:25])[CH3:24])=[C:18]([Cl:20])[CH:19]=2)[CH:3]=1.[CH3:26][N:27](C=O)C. (6) Given the product [N:9]12[CH2:14][CH2:13][CH:12]([CH2:11][CH2:10]1)[C@@H:7]([O:6][C:5]1[CH:15]=[CH:16][C:2]([C:22]3[CH:21]=[CH:20][CH:19]=[C:18]([NH2:17])[CH:23]=3)=[CH:3][CH:4]=1)[CH2:8]2, predict the reactants needed to synthesize it. The reactants are: I[C:2]1[CH:16]=[CH:15][C:5]([O:6][CH:7]2[CH:12]3[CH2:13][CH2:14][N:9]([CH2:10][CH2:11]3)[CH2:8]2)=[CH:4][CH:3]=1.[NH2:17][C:18]1[CH:19]=[C:20](B(O)O)[CH:21]=[CH:22][CH:23]=1.